From a dataset of Catalyst prediction with 721,799 reactions and 888 catalyst types from USPTO. Predict which catalyst facilitates the given reaction. (1) Reactant: [CH3:1][O:2][C:3](=[O:13])[CH2:4][C:5]1[CH:10]=[CH:9][CH:8]=[C:7]([C:11]#N)[CH:6]=1.C(O)=[O:15]. Product: [CH3:1][O:2][C:3](=[O:13])[CH2:4][C:5]1[CH:10]=[CH:9][CH:8]=[C:7]([CH:11]=[O:15])[CH:6]=1. The catalyst class is: 181. (2) Reactant: C(=O)(OC(Cl)(Cl)Cl)[O:2][C:3](Cl)(Cl)[Cl:4].[CH2:13]([O:15][CH2:16][CH2:17][OH:18])[CH3:14].N1C=CC=CC=1. Product: [C:3]([Cl:4])(=[O:2])[O:18][CH2:17][CH2:16][O:15][CH2:13][CH3:14]. The catalyst class is: 7. (3) Reactant: [C:1]1([CH:7](O)[CH:8]=[CH:9][CH3:10])[CH:6]=[CH:5][CH:4]=[CH:3][CH:2]=1.Cl.CC[O:15]CC.C(=O)(O)[O-].[Na+]. Product: [C:1]1([CH:7]=[CH:8][CH:9]([OH:15])[CH3:10])[CH:6]=[CH:5][CH:4]=[CH:3][CH:2]=1. The catalyst class is: 12. (4) The catalyst class is: 255. Product: [OH:20][C@@H:19]([CH3:21])[C:18]([N:15]1[CH2:16][CH2:17][N:12]([C:4]2[CH:5]=[CH:6][C:7]([N+:9]([O-:11])=[O:10])=[CH:8][C:3]=2[O:2][CH3:1])[CH2:13][CH2:14]1)=[O:22]. Reactant: [CH3:1][O:2][C:3]1[CH:8]=[C:7]([N+:9]([O-:11])=[O:10])[CH:6]=[CH:5][C:4]=1[N:12]1[CH2:17][CH2:16][NH:15][CH2:14][CH2:13]1.[C:18](O)(=[O:22])[C@H:19]([CH3:21])[OH:20].CCN(C(C)C)C(C)C.CN(C(ON1N=NC2C=CC=NC1=2)=[N+](C)C)C.F[P-](F)(F)(F)(F)F. (5) Reactant: [F:1][C:2]([F:17])([C:6]1[CH:11]=[CH:10][CH:9]=[CH:8][C:7]=1[O:12][CH2:13][CH2:14][O:15][CH3:16])[C:3]([OH:5])=O.P(Cl)(Cl)(Cl)=O.Cl.[NH2:24][CH2:25][C:26]1[CH:27]=[C:28]2[C:32](=[CH:33][CH:34]=1)[C:31](=[O:35])[N:30]([CH:36]1[CH2:41][CH2:40][C:39](=[O:42])[NH:38][C:37]1=[O:43])[CH2:29]2.C(=O)(O)[O-].[Na+]. Product: [O:43]=[C:37]1[CH:36]([N:30]2[CH2:29][C:28]3[C:32](=[CH:33][CH:34]=[C:26]([CH2:25][NH:24][C:3](=[O:5])[C:2]([F:1])([F:17])[C:6]4[CH:11]=[CH:10][CH:9]=[CH:8][C:7]=4[O:12][CH2:13][CH2:14][O:15][CH3:16])[CH:27]=3)[C:31]2=[O:35])[CH2:41][CH2:40][C:39](=[O:42])[NH:38]1. The catalyst class is: 17. (6) Reactant: [CH3:1][C:2]1[N:6]=[C:5]([C:7]2[C:8]3[CH2:25][CH2:24][CH2:23][C:9]=3[S:10][C:11]=2[NH:12]C(C2CCCC=2C(O)=O)=O)[O:4][N:3]=1.[CH:26]12[CH2:33][CH2:32][CH:29]([CH2:30][CH2:31]1)[C:28]1[C:34]([O:36][C:37](=[O:38])[C:27]2=1)=[O:35]. Product: [CH3:1][C:2]1[N:6]=[C:5]([C:7]2[C:8]3[CH2:25][CH2:24][CH2:23][C:9]=3[S:10][C:11]=2[NH:12][C:37]([C:27]2[CH:26]3[CH2:33][CH2:32][CH:29]([CH2:30][CH2:31]3)[C:28]=2[C:34]([OH:36])=[O:35])=[O:38])[O:4][N:3]=1. The catalyst class is: 828.